This data is from Full USPTO retrosynthesis dataset with 1.9M reactions from patents (1976-2016). The task is: Predict the reactants needed to synthesize the given product. (1) Given the product [Br:1][C:2]1[CH:7]=[N:6][C:5]([CH:8]([CH3:15])[C:9]([O:11][CH2:12][CH3:13])=[O:10])=[N:4][CH:3]=1, predict the reactants needed to synthesize it. The reactants are: [Br:1][C:2]1[CH:3]=[N:4][C:5]([CH2:8][C:9]([O:11][CH2:12][CH3:13])=[O:10])=[N:6][CH:7]=1.[Li+].[CH3:15]C([N-]C(C)C)C.IC.O. (2) Given the product [Cl-:1].[CH3:8][N:5]1[CH:6]=[CH:7][N+:3]([CH3:2])=[C:4]1/[N:9]=[N:10]/[C:11]1[CH:12]=[CH:13][C:14]([N:17]2[CH2:18][CH2:19][N:20]([CH2:24][CH2:25][CH2:26][CH2:27][CH2:28][CH2:29][N:20]3[CH2:21][CH2:22][N:17]([C:14]4[CH:15]=[CH:16][C:11](/[N:10]=[N:9]/[C:4]5[N:5]([CH3:8])[CH:6]=[CH:7][N+:3]=5[CH3:2])=[CH:12][CH:13]=4)[CH2:18][CH2:19]3)[CH2:21][CH2:22]2)=[CH:15][CH:16]=1.[Cl-:1], predict the reactants needed to synthesize it. The reactants are: [Cl-:1].[CH3:2][N:3]1[CH:7]=[CH:6][N+:5]([CH3:8])=[C:4]1/[N:9]=[N:10]/[C:11]1[CH:16]=[CH:15][C:14]([N:17]2[CH2:22][CH2:21][NH:20][CH2:19][CH2:18]2)=[CH:13][CH:12]=1.Br[CH2:24][CH2:25][CH2:26][CH2:27][CH2:28][CH2:29]Br.C(=O)([O-])[O-].[K+].[K+].